This data is from Reaction yield outcomes from USPTO patents with 853,638 reactions. The task is: Predict the reaction yield, written as a fraction of the theoretical maximum amount of product (1.0 means a 100% yield; for example, 0.34 means a 34% yield). (1) The reactants are [CH2:1]([O:8][C:9]1[C:10]([NH:16][C:17]2[S:18][CH:19]=[C:20]([CH3:22])[N:21]=2)=[N:11][CH:12]=[C:13](Br)[CH:14]=1)[C:2]1[CH:7]=[CH:6][CH:5]=[CH:4][CH:3]=1.[Li]C.C([Li])CCC.[C:30]([C:33]1[CH:38]=[CH:37][CH:36]=[CH:35][CH:34]=1)(=O)[CH3:31].[ClH:39].C(=O)(O)[O-].[Na+]. No catalyst specified. The product is [ClH:39].[CH2:1]([O:8][C:9]1[C:10]([NH:16][C:17]2[S:18][CH:19]=[C:20]([CH3:22])[N:21]=2)=[N:11][CH:12]=[C:13]([C:30]([C:33]2[CH:38]=[CH:37][CH:36]=[CH:35][CH:34]=2)=[CH2:31])[CH:14]=1)[C:2]1[CH:7]=[CH:6][CH:5]=[CH:4][CH:3]=1. The yield is 0.471. (2) The reactants are [CH3:1][NH:2][C:3]1[N:8]=[C:7](Cl)[N:6]=[C:5]([Cl:10])[N:4]=1.[CH3:11][O:12][C:13]1[CH:14]=[C:15]([CH:17]=[C:18]([O:20][CH3:21])[CH:19]=1)[NH2:16].C(Cl)Cl.[K+].[Br-]. No catalyst specified. The product is [CH3:21][O:20][C:18]1[CH:17]=[C:15]([NH:16][C:7]2[N:8]=[C:3]([NH:2][CH3:1])[N:4]=[C:5]([Cl:10])[N:6]=2)[CH:14]=[C:13]([O:12][CH3:11])[CH:19]=1. The yield is 0.730. (3) The reactants are Br[CH2:2][C:3]1[CH:8]=[CH:7][C:6]([C:9]2[CH:13]=[C:12]([C:14]([NH2:16])=[O:15])[O:11][N:10]=2)=[CH:5][CH:4]=1.[Cl:17][C:18]1[CH:19]=[C:20]([OH:24])[CH:21]=[CH:22][CH:23]=1.C([O-])([O-])=O.[K+].[K+]. The catalyst is CC#N. The product is [Cl:17][C:18]1[CH:19]=[C:20]([CH:21]=[CH:22][CH:23]=1)[O:24][CH2:2][C:3]1[CH:8]=[CH:7][C:6]([C:9]2[CH:13]=[C:12]([C:14]([NH2:16])=[O:15])[O:11][N:10]=2)=[CH:5][CH:4]=1. The yield is 0.710. (4) The catalyst is Cl[Pd](Cl)([P](C1C=CC=CC=1)(C1C=CC=CC=1)C1C=CC=CC=1)[P](C1C=CC=CC=1)(C1C=CC=CC=1)C1C=CC=CC=1.O.C1COCC1. The product is [OH:24][C:21]1[CH:22]=[CH:23][C:18]([C:17](=[C:25]2[CH2:30][C:29]([CH3:31])([CH3:32])[CH2:28][C:27]([CH3:34])([CH3:33])[CH2:26]2)[C:14]2[CH:15]=[CH:16][C:11]([C:8]3[CH:7]=[CH:6][C:5]([C:60]#[N:61])=[CH:10][CH:9]=3)=[CH:12][CH:13]=2)=[CH:19][CH:20]=1. The reactants are CS([C:5]1[CH:10]=[CH:9][C:8]([C:11]2[CH:16]=[CH:15][C:14]([C:17](=[C:25]3[CH2:30][C:29]([CH3:32])([CH3:31])[CH2:28][C:27]([CH3:34])([CH3:33])[CH2:26]3)[C:18]3[CH:23]=[CH:22][C:21]([OH:24])=[CH:20][CH:19]=3)=[CH:13][CH:12]=2)=[CH:7][CH:6]=1)(=O)=O.BrC1C=CC(C(=C2CC(C)(C)CC(C)(C)C2)C2C=CC(O)=CC=2)=CC=1.[C:60](C1C=CC(B(O)O)=CC=1)#[N:61].C([O-])([O-])=O.[Na+].[Na+]. The yield is 0.740. (5) The reactants are [CH2:1]([O:3][CH2:4][C:5](Cl)=O)[CH3:2].[NH2:8][C:9]1[CH:10]=[N:11][C:12]2[C:17]([C:18]=1[NH:19][CH2:20][C:21]1([NH:27][C:28](=[O:34])[O:29][C:30]([CH3:33])([CH3:32])[CH3:31])[CH2:26][CH2:25][CH2:24][CH2:23][CH2:22]1)=[CH:16][CH:15]=[CH:14][CH:13]=2.[OH-].[Na+]. The catalyst is C(O)C.O. The product is [CH2:1]([O:3][CH2:4][C:5]1[N:19]([CH2:20][C:21]2([NH:27][C:28](=[O:34])[O:29][C:30]([CH3:32])([CH3:31])[CH3:33])[CH2:26][CH2:25][CH2:24][CH2:23][CH2:22]2)[C:18]2[C:17]3[CH:16]=[CH:15][CH:14]=[CH:13][C:12]=3[N:11]=[CH:10][C:9]=2[N:8]=1)[CH3:2]. The yield is 0.380. (6) The yield is 0.0510. No catalyst specified. The product is [F:20][C:21]1[CH:26]=[CH:25][C:24]([C:2]2[C:3]([CH3:19])=[N:4][N:5]([CH3:18])[C:6]=2[C:7]2[CH:17]=[CH:16][C:10]3[O:11][CH2:12][C:13](=[O:15])[NH:14][C:9]=3[CH:8]=2)=[C:23]([CH3:30])[CH:22]=1. The reactants are Br[C:2]1[C:3]([CH3:19])=[N:4][N:5]([CH3:18])[C:6]=1[C:7]1[CH:17]=[CH:16][C:10]2[O:11][CH2:12][C:13](=[O:15])[NH:14][C:9]=2[CH:8]=1.[F:20][C:21]1[CH:26]=[CH:25][C:24](B(O)O)=[C:23]([CH3:30])[CH:22]=1. (7) The reactants are [OH:1][C:2]1([CH3:26])[CH2:7][CH2:6][N:5]([C@H:8]([C:20]2[CH:25]=[CH:24][CH:23]=[CH:22][CH:21]=2)[C:9]([O:11][C@H](C2C=CC=CC=2)C)=[O:10])[CH2:4][CH2:3]1.FC(F)(F)C(O)=O. The catalyst is ClCCl. The yield is 0.980. The product is [OH:1][C:2]1([CH3:26])[CH2:3][CH2:4][N:5]([C@H:8]([C:20]2[CH:25]=[CH:24][CH:23]=[CH:22][CH:21]=2)[C:9]([OH:11])=[O:10])[CH2:6][CH2:7]1. (8) The reactants are [Br:1][C:2]1[CH:7]=[CH:6][C:5]([CH2:8][C:9]([OH:11])=O)=[CH:4][CH:3]=1.[C:12](N1C=CN=C1)([N:14]1C=CN=[CH:15]1)=O.C(N(CC)CC)C.Cl.CNC. The catalyst is ClCCl. The product is [Br:1][C:2]1[CH:7]=[CH:6][C:5]([CH2:8][C:9]([N:14]([CH3:15])[CH3:12])=[O:11])=[CH:4][CH:3]=1. The yield is 0.640. (9) The reactants are CO[C:3](=[O:24])[C:4]1[CH:9]=[CH:8][C:7]([O:10][CH2:11][C:12]2[C:13]([C:17]3[CH:22]=[CH:21][C:20]([F:23])=[CH:19][CH:18]=3)=[N:14][O:15][CH:16]=2)=[N:6][CH:5]=1.[NH2:25][C@@H:26]([CH2:28][OH:29])[CH3:27]. The product is [F:23][C:20]1[CH:19]=[CH:18][C:17]([C:13]2[C:12]([CH2:11][O:10][C:7]3[CH:8]=[CH:9][C:4]([C:3]([NH:25][C@H:26]([CH3:27])[CH2:28][OH:29])=[O:24])=[CH:5][N:6]=3)=[CH:16][O:15][N:14]=2)=[CH:22][CH:21]=1. No catalyst specified. The yield is 0.410.